From a dataset of Forward reaction prediction with 1.9M reactions from USPTO patents (1976-2016). Predict the product of the given reaction. Given the reactants [ClH:1].Cl.[NH:3]1[CH2:6][CH:5]([CH2:7][O:8][C:9]2[N:14]=[N:13][C:12]([CH2:15][CH2:16][CH2:17][CH3:18])=[C:11]([C:19]3[CH:24]=[CH:23][C:22]([O:25][CH2:26][C:27]4[CH:32]=[CH:31][CH:30]=[CH:29][CH:28]=4)=[CH:21][CH:20]=3)[CH:10]=2)[CH2:4]1.C=O.O.[C:36](O[BH-](OC(=O)C)OC(=O)C)(=O)C.[Na+].C([O-])(O)=O.[Na+].Cl, predict the reaction product. The product is: [ClH:1].[ClH:1].[CH2:26]([O:25][C:22]1[CH:21]=[CH:20][C:19]([C:11]2[CH:10]=[C:9]([O:8][CH2:7][CH:5]3[CH2:4][N:3]([CH3:36])[CH2:6]3)[N:14]=[N:13][C:12]=2[CH2:15][CH2:16][CH2:17][CH3:18])=[CH:24][CH:23]=1)[C:27]1[CH:32]=[CH:31][CH:30]=[CH:29][CH:28]=1.